From a dataset of Forward reaction prediction with 1.9M reactions from USPTO patents (1976-2016). Predict the product of the given reaction. (1) Given the reactants [H-].[Na+].Cl[C:4]1[N:12]=[C:11]([C:13]#[N:14])[N:10]=[C:9]2[C:5]=1[N:6]([CH2:22][C:23]1[CH:28]=[CH:27][C:26]([C:29]([F:32])([F:31])[F:30])=[CH:25][CH:24]=1)[C:7]([C:15]1[CH:20]=[CH:19][CH:18]=[C:17]([CH3:21])[CH:16]=1)=[N:8]2.[CH2:33]1[CH2:37][O:36][CH2:35][CH2:34]1, predict the reaction product. The product is: [CH:33]1([CH2:37][O:36][C:4]2[N:12]=[C:11]([C:13]#[N:14])[N:10]=[C:9]3[C:5]=2[N:6]([CH2:22][C:23]2[CH:28]=[CH:27][C:26]([C:29]([F:32])([F:31])[F:30])=[CH:25][CH:24]=2)[C:7]([C:15]2[CH:20]=[CH:19][CH:18]=[C:17]([CH3:21])[CH:16]=2)=[N:8]3)[CH2:34][CH2:35]1. (2) Given the reactants [C:1]([N:4]1[C:13]2[C:8](=[CH:9][C:10]([C:14]([OH:16])=O)=[CH:11][CH:12]=2)[C@H:7]([NH:17][C:18]2[CH:23]=[CH:22][CH:21]=[C:20]([N:24]3[CH2:29][CH2:28][O:27][CH2:26][CH2:25]3)[CH:19]=2)[CH2:6][C@@H:5]1[CH3:30])(=[O:3])[CH3:2].[CH3:31][NH2:32], predict the reaction product. The product is: [C:1]([N:4]1[C:13]2[C:8](=[CH:9][C:10]([C:14]([NH:32][CH3:31])=[O:16])=[CH:11][CH:12]=2)[C@H:7]([NH:17][C:18]2[CH:23]=[CH:22][CH:21]=[C:20]([N:24]3[CH2:25][CH2:26][O:27][CH2:28][CH2:29]3)[CH:19]=2)[CH2:6][C@@H:5]1[CH3:30])(=[O:3])[CH3:2]. (3) Given the reactants [C:1]1([C:7]2[O:8][C:9](=[O:17])[C:10]3[CH:16]=[CH:15][CH:14]=[CH:13][C:11]=3[N:12]=2)[CH:6]=[CH:5][CH:4]=[CH:3][CH:2]=1.O, predict the reaction product. The product is: [C:9]([C:10]1[CH:16]=[CH:15][CH:14]=[CH:13][C:11]=1[NH:12][C:7](=[O:8])[C:1]1[CH:6]=[CH:5][CH:4]=[CH:3][CH:2]=1)(=[O:17])[C:1]1[CH:6]=[CH:5][CH:4]=[CH:3][CH:2]=1. (4) Given the reactants C(NC(=O)O)(C)(C)C.[CH3:9][O:10][CH2:11][C:12]1([S:15]([NH2:18])(=[O:17])=[O:16])[CH2:14][CH2:13]1, predict the reaction product. The product is: [CH3:9][O:10][CH2:11][C:12]1([S:15]([NH2:18])(=[O:17])=[O:16])[CH2:14][CH2:13]1.